This data is from Full USPTO retrosynthesis dataset with 1.9M reactions from patents (1976-2016). The task is: Predict the reactants needed to synthesize the given product. (1) Given the product [F:1][C:2]1[CH:7]=[CH:6][C:5]([C:8]2[C:9](=[O:21])[NH:10][NH:11][C:12]=2[C:13]2[CH:18]=[CH:17][N:16]=[C:15]([S:26]([CH3:22])(=[O:28])=[O:25])[N:14]=2)=[CH:4][CH:3]=1, predict the reactants needed to synthesize it. The reactants are: [F:1][C:2]1[CH:7]=[CH:6][C:5]([C:8]2[C:9](=[O:21])[NH:10][NH:11][C:12]=2[C:13]2[CH:18]=[CH:17][N:16]=[C:15](SC)[N:14]=2)=[CH:4][CH:3]=1.[CH3:22]O.O[O:25][S:26]([O-:28])=O.[K+].S([O-])(O[O-])(=O)=O.[K+].[K+]. (2) Given the product [F:1][C:2]1[CH:9]=[CH:8][CH:7]=[CH:6][C:3]=1[CH2:4][C:18]1[CH:19]=[C:20]2[C:24](=[CH:25][CH:26]=1)[CH:23]([NH:27][S:28]([CH:31]([CH3:33])[CH3:32])(=[O:29])=[O:30])[CH2:22][CH2:21]2, predict the reactants needed to synthesize it. The reactants are: [F:1][C:2]1[CH:9]=[CH:8][CH:7]=[CH:6][C:3]=1[CH2:4]Br.CC1(C)C(C)(C)OB([C:18]2[CH:19]=[C:20]3[C:24](=[CH:25][CH:26]=2)[CH:23]([NH:27][S:28]([CH:31]([CH3:33])[CH3:32])(=[O:30])=[O:29])[CH2:22][CH2:21]3)O1.C(=O)([O-])[O-].[Na+].[Na+]. (3) Given the product [CH3:14][S:15][C:10]1[CH:11]=[C:3]([C:2]([F:12])([F:13])[F:1])[CH:4]=[CH:5][C:6]=1[C:7]([OH:9])=[O:8], predict the reactants needed to synthesize it. The reactants are: [F:1][C:2]([F:13])([F:12])[C:3]1[CH:11]=[CH:10][C:6]([C:7]([OH:9])=[O:8])=[CH:5][CH:4]=1.[CH3:14][S:15]SC. (4) Given the product [CH2:1]([O:3][C:4]([C:6]1[C:14]2[C:9](=[CH:10][CH:11]=[CH:12][CH:13]=2)[N:8]([CH3:16])[C:7]=1[CH3:15])=[O:5])[CH3:2], predict the reactants needed to synthesize it. The reactants are: [CH2:1]([O:3][C:4]([C:6]1[C:14]2[C:9](=[CH:10][CH:11]=[CH:12][CH:13]=2)[NH:8][C:7]=1[CH3:15])=[O:5])[CH3:2].[CH3:16]I.[H-].[Na+]. (5) Given the product [Cl:1][C:2]1[CH:3]=[C:4]2[C:8](=[CH:9][CH:10]=1)[N:7]([CH2:11][CH2:12][C:13]([OH:15])=[O:14])[C:6]([CH2:18][N:19]1[C:23]3=[CH:24][N:25]=[CH:26][CH:27]=[C:22]3[C:21]3([CH2:29][CH2:28]3)[C:20]1=[O:30])=[CH:5]2, predict the reactants needed to synthesize it. The reactants are: [Cl:1][C:2]1[CH:3]=[C:4]2[C:8](=[CH:9][CH:10]=1)[N:7]([CH2:11][CH2:12][C:13]([O:15]CC)=[O:14])[C:6]([CH2:18][N:19]1[C:23]3=[CH:24][N:25]=[CH:26][CH:27]=[C:22]3[C:21]3([CH2:29][CH2:28]3)[C:20]1=[O:30])=[CH:5]2.[OH-].[Li+].Cl. (6) Given the product [OH:9][C:8]1[CH:10]=[CH:11][C:3]([CH2:2][C:1]([O:13][CH3:19])=[O:12])=[CH:4][C:5]=1[O:6][CH3:7], predict the reactants needed to synthesize it. The reactants are: [C:1]([OH:13])(=[O:12])[CH2:2][C:3]1[CH:11]=[CH:10][C:8]([OH:9])=[C:5]([O:6][CH3:7])[CH:4]=1.S(=O)(=O)(O)O.[C:19](=O)(O)[O-].[Na+].